From a dataset of Reaction yield outcomes from USPTO patents with 853,638 reactions. Predict the reaction yield, written as a fraction of the theoretical maximum amount of product (1.0 means a 100% yield; for example, 0.34 means a 34% yield). (1) The product is [CH:34]([NH:30][C:21]([C:17]1[S:16][C:15](/[CH:14]=[CH:13]/[C:12]2[C:8]([C:5]3[CH:4]=[CH:3][C:2]([F:1])=[CH:7][N:6]=3)=[N:9][O:10][C:11]=2[CH3:24])=[N:19][C:18]=1[CH3:20])=[O:23])([CH3:35])[CH3:33]. The catalyst is CN(C=O)C. The yield is 0.740. The reactants are [F:1][C:2]1[CH:3]=[CH:4][C:5]([C:8]2[C:12](/[CH:13]=[CH:14]/[C:15]3[S:16][C:17]([C:21]([OH:23])=O)=[C:18]([CH3:20])[N:19]=3)=[C:11]([CH3:24])[O:10][N:9]=2)=[N:6][CH:7]=1.F[B-](F)(F)F.[N:30]1(OC(N(C)C)=[N+](C)C)[C:34]2[CH:35]=CC=C[C:33]=2N=N1.C(N(CC)C(C)C)(C)C.C(N)(C)C. (2) The reactants are [CH2:1]([C:4]1[CH:9]=[C:8]([Sn](C)(C)C)[N:7]=[C:6]([C:14]#[N:15])[N:5]=1)[CH2:2][CH3:3].[F:16][C:17]([F:30])([F:29])[C:18]1[CH:19]=[C:20](Br)[CH:21]=[C:22]([C:24]([F:27])([F:26])[F:25])[CH:23]=1. The catalyst is CN(C)C=O.Cl[Pd](Cl)([P](C1C=CC=CC=1)(C1C=CC=CC=1)C1C=CC=CC=1)[P](C1C=CC=CC=1)(C1C=CC=CC=1)C1C=CC=CC=1. The product is [F:16][C:17]([F:30])([F:29])[C:18]1[CH:19]=[C:20]([C:8]2[CH:9]=[C:4]([CH2:1][CH2:2][CH3:3])[N:5]=[C:6]([C:14]#[N:15])[N:7]=2)[CH:21]=[C:22]([C:24]([F:27])([F:26])[F:25])[CH:23]=1. The yield is 0.350. (3) The reactants are [F:1][C:2]([F:19])([F:18])[C:3]1[CH:4]=[C:5]([C:9](=O)[CH2:10][C:11](=O)[C:12]([F:15])([F:14])[F:13])[CH:6]=[CH:7][CH:8]=1.[NH2:20][C:21]1[C:25]([C:26]2[CH:31]=[C:30]([CH3:32])[N:29]=[C:28]([CH3:33])[CH:27]=2)=[CH:24][NH:23][N:22]=1. No catalyst specified. The product is [F:1][C:2]([F:19])([F:18])[C:3]1[CH:4]=[C:5]([C:9]2[CH:10]=[C:11]([C:12]([F:15])([F:14])[F:13])[N:22]3[N:23]=[CH:24][C:25]([C:26]4[CH:31]=[C:30]([CH3:32])[N:29]=[C:28]([CH3:33])[CH:27]=4)=[C:21]3[N:20]=2)[CH:6]=[CH:7][CH:8]=1. The yield is 0.450. (4) The reactants are C([NH:9][C:10](=[S:32])[NH:11][C:12]1[C:17]([O:18][C:19]2[CH:20]=[C:21]([CH:27]=[CH:28][C:29]=2[Cl:30])[C:22]([O:24][CH2:25][CH3:26])=[O:23])=[CH:16][C:15]([Br:31])=[CH:14][N:13]=1)(=O)C1C=CC=CC=1.C([O-])([O-])=O.[K+].[K+]. The catalyst is C(O)C. The product is [Br:31][C:15]1[CH:16]=[C:17]([O:18][C:19]2[CH:20]=[C:21]([CH:27]=[CH:28][C:29]=2[Cl:30])[C:22]([O:24][CH2:25][CH3:26])=[O:23])[C:12]([NH:11][C:10]([NH2:9])=[S:32])=[N:13][CH:14]=1. The yield is 0.262. (5) The reactants are [NH:1]1[CH2:5][CH2:4][CH2:3][C:2]1=[O:6].C(N(CC)CC)C.CN(C1C=CC=CN=1)C.[C:23](O[C:23]([O:25][C:26]([CH3:29])([CH3:28])[CH3:27])=[O:24])([O:25][C:26]([CH3:29])([CH3:28])[CH3:27])=[O:24]. The catalyst is ClCCl.C(OC(=O)C)C. The product is [C:26]([O:25][C:23]([N:1]1[CH2:5][CH2:4][CH2:3][C:2]1=[O:6])=[O:24])([CH3:29])([CH3:28])[CH3:27]. The yield is 0.550.